From a dataset of Reaction yield outcomes from USPTO patents with 853,638 reactions. Predict the reaction yield, written as a fraction of the theoretical maximum amount of product (1.0 means a 100% yield; for example, 0.34 means a 34% yield). (1) The reactants are [CH2:1]1[NH:6][CH2:5][CH2:4][N:3]2[C@@H:7]([CH2:10][OH:11])[CH2:8][CH2:9][C@@H:2]12.Cl[C:13]1[C:14]([C:19]#[N:20])=[N:15][CH:16]=[CH:17][N:18]=1.CCN(CC)CC. The catalyst is C1COCC1. The product is [OH:11][CH2:10][C@@H:7]1[N:3]2[CH2:4][CH2:5][N:6]([C:13]3[C:14]([C:19]#[N:20])=[N:15][CH:16]=[CH:17][N:18]=3)[CH2:1][C@@H:2]2[CH2:9][CH2:8]1. The yield is 0.770. (2) The reactants are Br[C:2]1[C:6]([Br:7])=[CH:5][S:4][CH:3]=1.C([Mg]Cl)(C)C.Cl[C:14]([O:16][CH2:17][CH3:18])=[O:15].O. The catalyst is O1CCCC1. The product is [CH2:17]([O:16][C:14]([C:2]1[C:6]([Br:7])=[CH:5][S:4][CH:3]=1)=[O:15])[CH3:18]. The yield is 0.980. (3) The reactants are [N:1]([CH2:4][CH2:5][CH2:6][C@:7]1([C:42]2[CH:47]=[CH:46][CH:45]=[CH:44][CH:43]=2)[N:11]([C:12](=[O:33])[C@@H:13]([O:15][Si](C(C)(C)C)(C2C=CC=CC=2)C2C=CC=CC=2)[CH3:14])[N:10]=[C:9]([C:34]2[CH:39]=[C:38]([F:40])[CH:37]=[CH:36][C:35]=2[F:41])[S:8]1)=[N+:2]=[N-:3].CCCC[N+](CCCC)(CCCC)CCCC.[F-].C([O-])(O)=O.[Na+]. The catalyst is C1COCC1. The product is [N:1]([CH2:4][CH2:5][CH2:6][C@:7]1([C:42]2[CH:47]=[CH:46][CH:45]=[CH:44][CH:43]=2)[N:11]([C:12](=[O:33])[C@@H:13]([OH:15])[CH3:14])[N:10]=[C:9]([C:34]2[CH:39]=[C:38]([F:40])[CH:37]=[CH:36][C:35]=2[F:41])[S:8]1)=[N+:2]=[N-:3]. The yield is 0.530. (4) The reactants are BrCCO.OCC[O:8][C:9]1[CH:10]=[C:11]([CH:14]=[CH:15][C:16]=1[O:17][CH:18]([CH3:20])[CH3:19])[CH:12]=[O:13]. No catalyst specified. The product is [OH:8][C:9]1[CH:10]=[C:11]([CH:14]=[CH:15][C:16]=1[O:17][CH:18]([CH3:20])[CH3:19])[CH:12]=[O:13]. The yield is 0.750. (5) The reactants are [NH2:1][C:2]1[C:3]([F:32])=[C:4]([CH:29]=[CH:30][CH:31]=1)[C:5]([NH:7][C:8]1[C:13]([C:14]([F:17])([F:16])[F:15])=[CH:12][C:11]([C:18]([F:27])([C:23]([F:26])([F:25])[F:24])[C:19]([F:22])([F:21])[F:20])=[CH:10][C:9]=1[Br:28])=[O:6].S(=O)(=O)(O)O.[CH2:38]=O.[OH-].[Na+]. No catalyst specified. The product is [Br:28][C:9]1[CH:10]=[C:11]([C:18]([F:27])([C:19]([F:20])([F:21])[F:22])[C:23]([F:24])([F:25])[F:26])[CH:12]=[C:13]([C:14]([F:16])([F:17])[F:15])[C:8]=1[NH:7][C:5](=[O:6])[C:4]1[CH:29]=[CH:30][CH:31]=[C:2]([NH:1][CH3:38])[C:3]=1[F:32]. The yield is 0.720. (6) The reactants are [Cl:1][C:2]1[CH:3]=[C:4]([NH:8][C:9](=[O:14])[CH2:10][CH2:11][C:12]#[CH:13])[CH:5]=[CH:6][CH:7]=1.[O:15](C(OC(C)(C)C)=O)[C:16]([O:18][C:19]([CH3:22])([CH3:21])[CH3:20])=O. No catalyst specified. The product is [Cl:1][C:2]1[CH:3]=[C:4]([N:8]([C:9](=[O:14])[CH2:10][CH2:11][C:12]#[CH:13])[C:16](=[O:15])[O:18][C:19]([CH3:22])([CH3:21])[CH3:20])[CH:5]=[CH:6][CH:7]=1. The yield is 0.880. (7) The reactants are Br[NH-].Br[CH2:4][C@@:5]([OH:22])([CH3:21])[C:6]([NH:8][C:9]1[CH:14]=[CH:13][C:12]([C:15]#[N:16])=[C:11]([C:17]([F:20])([F:19])[F:18])[CH:10]=1)=[O:7].C([O-])([O-])=O.[K+].[K+].[F:29][C:30]1[CH:37]=[C:36]([OH:38])[CH:35]=[CH:34][C:31]=1[C:32]#[N:33]. The catalyst is CC(C)=O.CC(O)C.O. The product is [C:15]([C:12]1[CH:13]=[CH:14][C:9]([NH:8][C:6](=[O:7])[C@:5]([OH:22])([CH3:21])[CH2:4][O:38][C:36]2[CH:35]=[CH:34][C:31]([C:32]#[N:33])=[C:30]([F:29])[CH:37]=2)=[CH:10][C:11]=1[C:17]([F:20])([F:19])[F:18])#[N:16]. The yield is 0.230.